Dataset: Catalyst prediction with 721,799 reactions and 888 catalyst types from USPTO. Task: Predict which catalyst facilitates the given reaction. (1) Reactant: [F:1][C:2]([F:17])([F:16])[C:3]1[CH:8]=[CH:7][C:6]([C:9]2[CH:14]=[CH:13][C:12]([NH2:15])=[CH:11][CH:10]=2)=[CH:5][CH:4]=1.N1C=CC=CC=1.[CH3:24][S:25](Cl)(=[O:27])=[O:26]. Product: [F:1][C:2]([F:16])([F:17])[C:3]1[CH:8]=[CH:7][C:6]([C:9]2[CH:14]=[CH:13][C:12]([NH:15][S:25]([CH3:24])(=[O:27])=[O:26])=[CH:11][CH:10]=2)=[CH:5][CH:4]=1. The catalyst class is: 4. (2) Reactant: S(C1C=CC(C)=CC=1)(O[CH2:5][CH:6]1[CH2:11][CH:10]([O:12][CH2:13][CH2:14][CH2:15][CH2:16][CH2:17][CH2:18][CH2:19][CH2:20][CH2:21][CH2:22][CH2:23][CH2:24][CH2:25][CH2:26][CH2:27][CH2:28][CH2:29][CH3:30])[CH:9]([O:31][CH2:32][CH2:33][CH2:34][CH2:35][CH2:36][CH2:37][CH2:38][CH2:39][CH2:40][CH2:41][CH2:42][CH2:43][CH2:44][CH2:45][CH2:46][CH2:47][CH2:48][CH3:49])[CH:8]([O:50][CH2:51][CH2:52][CH2:53][CH2:54][CH2:55][CH2:56][CH2:57][CH2:58][CH2:59][CH2:60][CH2:61][CH2:62][CH2:63][CH2:64][CH2:65][CH2:66][CH2:67][CH3:68])[CH2:7]1)(=O)=O.[OH:76][C:77]1[CH:84]=[C:83]([O:85][CH3:86])[CH:82]=[CH:81][C:78]=1[CH:79]=[O:80].C(=O)([O-])[O-].[K+].[K+]. Product: [CH3:86][O:85][C:83]1[CH:82]=[CH:81][C:78]([CH:79]=[O:80])=[C:77]([O:76][CH2:5][CH:6]2[CH2:11][CH:10]([O:12][CH2:13][CH2:14][CH2:15][CH2:16][CH2:17][CH2:18][CH2:19][CH2:20][CH2:21][CH2:22][CH2:23][CH2:24][CH2:25][CH2:26][CH2:27][CH2:28][CH2:29][CH3:30])[CH:9]([O:31][CH2:32][CH2:33][CH2:34][CH2:35][CH2:36][CH2:37][CH2:38][CH2:39][CH2:40][CH2:41][CH2:42][CH2:43][CH2:44][CH2:45][CH2:46][CH2:47][CH2:48][CH3:49])[CH:8]([O:50][CH2:51][CH2:52][CH2:53][CH2:54][CH2:55][CH2:56][CH2:57][CH2:58][CH2:59][CH2:60][CH2:61][CH2:62][CH2:63][CH2:64][CH2:65][CH2:66][CH2:67][CH3:68])[CH2:7]2)[CH:84]=1. The catalyst class is: 479.